From a dataset of Reaction yield outcomes from USPTO patents with 853,638 reactions. Predict the reaction yield, written as a fraction of the theoretical maximum amount of product (1.0 means a 100% yield; for example, 0.34 means a 34% yield). (1) The reactants are [O:1]([CH2:9][C@H:10]1[C@H:18]2[N:13]([C:14]3[CH:22]=[CH:21][C:20]([N:23]4[CH:27]=[CH:26][O:25][C:24]4=[O:28])=[CH:19][C:15]=3[O:16][CH2:17]2)[C:12](=[O:29])[O:11]1)[Si](C(C)(C)C)(C)C.CCCC[N+](CCCC)(CCCC)CCCC.[F-]. The catalyst is C1COCC1. The product is [OH:1][CH2:9][C@H:10]1[C@H:18]2[N:13]([C:14]3[CH:22]=[CH:21][C:20]([N:23]4[CH:27]=[CH:26][O:25][C:24]4=[O:28])=[CH:19][C:15]=3[O:16][CH2:17]2)[C:12](=[O:29])[O:11]1. The yield is 0.999. (2) The reactants are [NH2:1][CH:2]1[CH2:7][CH2:6][N:5]([CH3:8])[CH2:4][CH2:3]1.[CH2:9]([S:11]([C:14]1[CH:15]=[C:16]([C:20]2[C:25]3[C:26]4[CH:32]=[C:31]([CH3:33])[CH:30]=[N:29][C:27]=4[NH:28][C:24]=3[C:23](NCCCN(C)C)=[N:22][CH:21]=2)[CH:17]=[CH:18][CH:19]=1)(=[O:13])=[O:12])[CH3:10]. No catalyst specified. The product is [CH2:9]([S:11]([C:14]1[CH:15]=[C:16]([C:20]2[C:25]3[C:26]4[CH:32]=[C:31]([CH3:33])[CH:30]=[N:29][C:27]=4[NH:28][C:24]=3[C:23]([NH:1][CH:2]3[CH2:7][CH2:6][N:5]([CH3:8])[CH2:4][CH2:3]3)=[N:22][CH:21]=2)[CH:17]=[CH:18][CH:19]=1)(=[O:12])=[O:13])[CH3:10]. The yield is 0.310. (3) The reactants are Br[C:2]1[CH:3]=[CH:4][C:5]([N:8]2[CH2:12][CH2:11][C:10]3([CH2:17][CH2:16][O:15][CH2:14][CH2:13]3)[C:9]2=[O:18])=[N:6][CH:7]=1.[CH3:19][C@H:20]1[CH2:24][CH2:23][CH2:22][N:21]1[C@H:25]1[CH2:29][CH2:28][NH:27][CH2:26]1.CC(C)([O-])C.[Na+]. The catalyst is C1C=CC(/C=C/C(/C=C/C2C=CC=CC=2)=O)=CC=1.C1C=CC(/C=C/C(/C=C/C2C=CC=CC=2)=O)=CC=1.C1C=CC(/C=C/C(/C=C/C2C=CC=CC=2)=O)=CC=1.[Pd].[Pd].C1(C)C=CC=CC=1. The product is [CH3:19][C@H:20]1[CH2:24][CH2:23][CH2:22][N:21]1[C@H:25]1[CH2:29][CH2:28][N:27]([C:2]2[CH:3]=[CH:4][C:5]([N:8]3[CH2:12][CH2:11][C:10]4([CH2:17][CH2:16][O:15][CH2:14][CH2:13]4)[C:9]3=[O:18])=[N:6][CH:7]=2)[CH2:26]1. The yield is 0.560. (4) The reactants are [CH:1]1([CH2:5][N:6]2[CH2:15][CH2:14][C@@:13]34[C:16]5[C:22]6[CH2:23][C@@H:7]2[C@:8]3([OH:39])[CH2:9][CH2:10][C:11](=[O:38])[C@@H:12]4[O:18][C:17]=5[C:19]([C:24]([NH:26]CC2C=CC(OC)=CC=2OC)=[O:25])=[CH:20][CH:21]=6)[CH2:4][CH2:3][CH2:2]1. The catalyst is FC(F)(F)C(O)=O. The product is [CH:1]1([CH2:5][N:6]2[CH2:15][CH2:14][C@@:13]34[C:16]5[C:22]6[CH2:23][C@@H:7]2[C@:8]3([OH:39])[CH2:9][CH2:10][C:11](=[O:38])[C@@H:12]4[O:18][C:17]=5[C:19]([C:24]([NH2:26])=[O:25])=[CH:20][CH:21]=6)[CH2:4][CH2:3][CH2:2]1. The yield is 0.870.